This data is from Full USPTO retrosynthesis dataset with 1.9M reactions from patents (1976-2016). The task is: Predict the reactants needed to synthesize the given product. (1) The reactants are: [Br:1][C:2]1[CH:3]=[C:4]2[C:9](=[N:10][CH:11]=1)[NH:8][C:7](=O)[CH2:6][CH2:5]2.[BH4-].[Na+]. Given the product [Br:1][C:2]1[CH:3]=[C:4]2[C:9](=[N:10][CH:11]=1)[NH:8][CH2:7][CH2:6][CH2:5]2, predict the reactants needed to synthesize it. (2) Given the product [C:1]1([C:20]2[CH:21]=[CH:22][CH:23]=[CH:24][CH:25]=2)[CH:6]=[CH:5][C:4]([C:7]2[CH:8]=[C:9]([NH2:17])[CH:10]=[C:11]3[C:15]=2[N:14]([CH3:16])[CH:13]=[CH:12]3)=[CH:3][CH:2]=1, predict the reactants needed to synthesize it. The reactants are: [C:1]1([C:20]2[CH:25]=[CH:24][CH:23]=[CH:22][CH:21]=2)[CH:6]=[CH:5][C:4]([C:7]2[CH:8]=[C:9]([N+:17]([O-])=O)[CH:10]=[C:11]3[C:15]=2[N:14]([CH3:16])[CH:13]=[CH:12]3)=[CH:3][CH:2]=1.[Cl-].[NH4+].C(O)C. (3) Given the product [NH2:15][CH2:14][CH:7]1[C:6]2[C:11](=[CH:12][C:3]([O:2][CH3:1])=[CH:4][CH:5]=2)[NH:10][C:9](=[O:13])[CH2:8]1, predict the reactants needed to synthesize it. The reactants are: [CH3:1][O:2][C:3]1[CH:12]=[C:11]2[C:6]([CH:7]([C:14]#[N:15])[CH2:8][C:9](=[O:13])[NH:10]2)=[CH:5][CH:4]=1. (4) Given the product [Cl:19][C:20]1[CH:25]=[CH:24][C:23]([NH:26][C:27]([NH:18][C:3]2[C:4]3[N:8]=[CH:7][N:6]([CH2:9][C:10]4[CH:11]=[CH:12][N:13]=[CH:14][CH:15]=4)[C:5]=3[CH:16]=[CH:17][C:2]=2[CH3:1])=[O:28])=[CH:22][C:21]=1[C:29]([F:30])([F:31])[F:32], predict the reactants needed to synthesize it. The reactants are: [CH3:1][C:2]1[CH:17]=[CH:16][C:5]2[N:6]([CH2:9][C:10]3[CH:15]=[CH:14][N:13]=[CH:12][CH:11]=3)[CH:7]=[N:8][C:4]=2[C:3]=1[NH2:18].[Cl:19][C:20]1[CH:25]=[CH:24][C:23]([N:26]=[C:27]=[O:28])=[CH:22][C:21]=1[C:29]([F:32])([F:31])[F:30]. (5) Given the product [CH2:1]([O:3][C:4](=[O:15])[CH2:5][C:6]1[CH:11]=[CH:10][C:9]([O:12][CH3:13])=[C:8]([B:16]2[O:20][C:19]([CH3:22])([CH3:21])[C:18]([CH3:24])([CH3:23])[O:17]2)[CH:7]=1)[CH3:2], predict the reactants needed to synthesize it. The reactants are: [CH2:1]([O:3][C:4](=[O:15])[CH2:5][C:6]1[CH:11]=[CH:10][C:9]([O:12][CH3:13])=[C:8](Br)[CH:7]=1)[CH3:2].[B:16]1([B:16]2[O:20][C:19]([CH3:22])([CH3:21])[C:18]([CH3:24])([CH3:23])[O:17]2)[O:20][C:19]([CH3:22])([CH3:21])[C:18]([CH3:24])([CH3:23])[O:17]1.C([O-])(=O)C.[K+]. (6) Given the product [Br:1][C:2]1[CH:3]=[N:4][C:5]2[N:6]([N:8]=[C:9]([C:11]([N:25]3[CH2:24][CH2:23][C:22]4[C:27](=[CH:28][CH:29]=[CH:30][C:21]=4[C:19]4[CH:18]=[CH:17][N:16]=[C:15]([F:14])[CH:20]=4)[N:26]3[CH3:31])=[O:13])[CH:10]=2)[CH:7]=1, predict the reactants needed to synthesize it. The reactants are: [Br:1][C:2]1[CH:3]=[N:4][C:5]2[N:6]([N:8]=[C:9]([C:11]([OH:13])=O)[CH:10]=2)[CH:7]=1.[F:14][C:15]1[CH:20]=[C:19]([C:21]2[CH:30]=[CH:29][CH:28]=[C:27]3[C:22]=2[CH2:23][CH2:24][NH:25][N:26]3[CH3:31])[CH:18]=[CH:17][N:16]=1. (7) Given the product [Br:2][C:3]1[O:7][C:6]([C:8]([Cl:1])=[O:10])=[CH:5][CH:4]=1, predict the reactants needed to synthesize it. The reactants are: [Cl-:1].[Br:2][C:3]1[O:7][C:6]([C:8]([OH:10])=O)=[CH:5][CH:4]=1. (8) The reactants are: [CH3:1][C@@H:2]1[CH2:6][CH2:5][CH2:4][N:3]1[CH2:7][CH2:8][C:9]1[CH:14]=[CH:13][C:12]([C:15]2[CH:20]=[CH:19][C:18]([C:21]3([C:26]([OH:28])=[O:27])[CH2:25][CH2:24][CH2:23][CH2:22]3)=[CH:17][CH:16]=2)=[CH:11][CH:10]=1.Cl.[CH3:30]O. Given the product [CH3:1][C@@H:2]1[CH2:6][CH2:5][CH2:4][N:3]1[CH2:7][CH2:8][C:9]1[CH:14]=[CH:13][C:12]([C:15]2[CH:16]=[CH:17][C:18]([C:21]3([C:26]([O:28][CH3:30])=[O:27])[CH2:22][CH2:23][CH2:24][CH2:25]3)=[CH:19][CH:20]=2)=[CH:11][CH:10]=1, predict the reactants needed to synthesize it.